This data is from Forward reaction prediction with 1.9M reactions from USPTO patents (1976-2016). The task is: Predict the product of the given reaction. (1) Given the reactants [CH2:1]([C:8]1[C:20](=[O:21])[N:12]2[CH2:13][C:14]3[C:19]([C:11]2=[N:10][C:9]=1[CH2:22][CH:23]([CH3:25])[CH3:24])=[CH:18][CH:17]=[CH:16][CH:15]=3)[C:2]1[CH:7]=[CH:6][CH:5]=[CH:4][CH:3]=1.[Br:26]N1C(=O)CCC1=O.FC(F)(F)C(O)=O, predict the reaction product. The product is: [CH2:1]([C:8]1[C:20](=[O:21])[N:12]2[CH2:13][C:14]3[C:19]([C:11]2=[N:10][C:9]=1[CH:22]([Br:26])[CH:23]([CH3:25])[CH3:24])=[CH:18][CH:17]=[CH:16][CH:15]=3)[C:2]1[CH:7]=[CH:6][CH:5]=[CH:4][CH:3]=1. (2) Given the reactants N1C=CC=CC=1C(O)=O.P([O-])([O-])([O-])=O.[K+].[K+].[K+].Br[C:19]1[CH:29]=[CH:28][C:22]2[O:23][C:24]([F:27])([F:26])[O:25][C:21]=2[CH:20]=1.[O:30]=[S:31]1(=[O:50])[CH2:36][CH2:35][N:34]2[CH:37]3[CH2:42][CH2:41][C:40]([C:43]4[CH:48]=[CH:47][C:46]([OH:49])=[CH:45][CH:44]=4)([C:33]2=[N:32]1)[CH2:39][CH2:38]3, predict the reaction product. The product is: [F:26][C:24]1([F:27])[O:23][C:22]2[CH:28]=[CH:29][C:19]([O:49][C:46]3[CH:47]=[CH:48][C:43]([C:40]45[CH2:41][CH2:42][CH:37]([N:34]6[CH2:35][CH2:36][S:31](=[O:50])(=[O:30])[N:32]=[C:33]64)[CH2:38][CH2:39]5)=[CH:44][CH:45]=3)=[CH:20][C:21]=2[O:25]1. (3) Given the reactants Cl[C:2]1[C:11]2=[N:12][N:13](CC3C=CC(OC)=CC=3)[CH:14]=[C:10]2[C:9]2[CH:8]=[C:7]([F:24])[CH:6]=[CH:5][C:4]=2[N:3]=1.[CH3:25][N:26]1[CH2:31][CH2:30][N:29]([C:32]2[CH:38]=[CH:37][C:35]([NH2:36])=[CH:34][CH:33]=2)[CH2:28][CH2:27]1.Cl, predict the reaction product. The product is: [F:24][C:7]1[CH:6]=[CH:5][C:4]2[N:3]=[C:2]([NH:36][C:35]3[CH:34]=[CH:33][C:32]([N:29]4[CH2:28][CH2:27][N:26]([CH3:25])[CH2:31][CH2:30]4)=[CH:38][CH:37]=3)[C:11]3[NH:12][N:13]=[CH:14][C:10]=3[C:9]=2[CH:8]=1. (4) Given the reactants [O:1]1[C:5]2[CH:6]=[CH:7][C:8]([C:10]3([C:13]([NH:15][C:16]4[N:21]=[C:20]([C:22]5[CH:23]=[N:24][C:25]([O:29]C)=[C:26]([CH3:28])[CH:27]=5)[C:19]([CH3:31])=[CH:18][CH:17]=4)=[O:14])[CH2:12][CH2:11]3)=[CH:9][C:4]=2[CH2:3][CH2:2]1.I[Si](C)(C)C, predict the reaction product. The product is: [O:1]1[C:5]2[CH:6]=[CH:7][C:8]([C:10]3([C:13]([NH:15][C:16]4[CH:17]=[CH:18][C:19]([CH3:31])=[C:20]([C:22]5[CH:27]=[C:26]([CH3:28])[C:25](=[O:29])[NH:24][CH:23]=5)[N:21]=4)=[O:14])[CH2:12][CH2:11]3)=[CH:9][C:4]=2[CH2:3][CH2:2]1. (5) Given the reactants C(O)(C(F)(F)F)=O.[Cl:8][C:9]1[C:14]([NH:15][C:16]2[N:21]=[C:20]([N:22]([CH:32]3[CH2:34][CH2:33]3)[CH2:23][C:24]3[CH:29]=[CH:28][C:27]([O:30][CH3:31])=[CH:26][CH:25]=3)[C:19]3=[N:35][CH:36]=[C:37]([C:38]#[N:39])[N:18]3[N:17]=2)=[CH:13][C:12]([C:40]#[N:41])=[CH:11][C:10]=1[N:42]1[CH2:47][CH2:46][N:45](C(OC(C)(C)C)=O)[CH2:44][C:43]1=[O:55], predict the reaction product. The product is: [Cl:8][C:9]1[C:10]([N:42]2[CH2:47][CH2:46][NH:45][CH2:44][C:43]2=[O:55])=[CH:11][C:12]([C:40]#[N:41])=[CH:13][C:14]=1[NH:15][C:16]1[N:21]=[C:20]([N:22]([CH:32]2[CH2:33][CH2:34]2)[CH2:23][C:24]2[CH:29]=[CH:28][C:27]([O:30][CH3:31])=[CH:26][CH:25]=2)[C:19]2=[N:35][CH:36]=[C:37]([C:38]#[N:39])[N:18]2[N:17]=1. (6) The product is: [Br:24][C:14]1[C:15]([OH:22])=[C:16]([C:11]([CH2:10][S:7]([C:1]2[CH:2]=[CH:3][CH:4]=[CH:5][C:6]=2[O:30][CH3:29])(=[O:9])=[O:8])=[CH:12][CH:13]=1)[C:17]([O:19][CH3:20])=[O:18]. Given the reactants [C:1]1([S:7]([CH2:10][C:11]2[C:16]([C:17]([O:19][CH2:20]C)=[O:18])=[C:15]([O:22]C)[C:14]([Br:24])=[CH:13][CH:12]=2)(=[O:9])=[O:8])[CH:6]=[CH:5][CH:4]=[CH:3][CH:2]=1.BrC1C(O)=C(C(CSC2C=CC=CC=2OC)=CC=1)[C:29](OC)=[O:30], predict the reaction product. (7) Given the reactants [Br:1][C:2]1[CH:16]=[C:15]([CH:17]=O)[CH:14]=[CH:13][C:3]=1[O:4][CH2:5][C:6]([O:8][C:9]([CH3:12])([CH3:11])[CH3:10])=[O:7].CO.[CH3:21][NH2:22], predict the reaction product. The product is: [Br:1][C:2]1[CH:16]=[C:15]([CH2:17][NH:22][CH3:21])[CH:14]=[CH:13][C:3]=1[O:4][CH2:5][C:6]([O:8][C:9]([CH3:12])([CH3:11])[CH3:10])=[O:7].